Dataset: Catalyst prediction with 721,799 reactions and 888 catalyst types from USPTO. Task: Predict which catalyst facilitates the given reaction. (1) Reactant: Br[C:2]1[CH:3]=[CH:4][C:5]2[C:6]3[CH2:22][N:21]([C:23]([O:25][C:26]([CH3:29])([CH3:28])[CH3:27])=[O:24])[CH2:20][CH2:19][C:7]=3[N:8]([CH2:11][O:12][CH2:13][CH2:14][Si](C)(C)C)[C:9]=2[CH:10]=1.[CH2:30]([O:37][C:38]1[CH:43]=[CH:42][N:41]=[CH:40][CH:39]=1)[C:31]1[CH:36]=[CH:35][CH:34]=[CH:33][CH:32]=1.C([O-])([O-])=[O:45].[K+].[K+]. Product: [CH2:30]([O:37][C:38]1[CH:43]=[CH:42][N:41]([C:2]2[CH:3]=[CH:4][C:5]3[C:6]4[CH2:22][N:21]([C:23]([O:25][C:26]([CH3:29])([CH3:28])[CH3:27])=[O:24])[CH2:20][CH2:19][C:7]=4[N:8]([CH2:11][O:12][CH2:13][CH3:14])[C:9]=3[CH:10]=2)[C:40](=[O:45])[CH:39]=1)[C:31]1[CH:32]=[CH:33][CH:34]=[CH:35][CH:36]=1. The catalyst class is: 419. (2) Reactant: [C:1]([O:5][C:6]([N:8]1[CH2:13][CH2:12][CH:11]([C:14]([NH:16][NH2:17])=[O:15])[CH2:10][CH2:9]1)=[O:7])([CH3:4])([CH3:3])[CH3:2].[CH2:18]([O:20][CH2:21][C:22](O)=[O:23])[CH3:19].Cl.CN(C)CCCN=C=NCC.O.ON1C2C=CC=CC=2N=N1.C(N(CC)CC)C. Product: [CH2:18]([O:20][CH2:21][C:22]([NH:17][NH:16][C:14]([CH:11]1[CH2:12][CH2:13][N:8]([C:6]([O:5][C:1]([CH3:4])([CH3:2])[CH3:3])=[O:7])[CH2:9][CH2:10]1)=[O:15])=[O:23])[CH3:19]. The catalyst class is: 9. (3) Reactant: [OH:1]O.[C:3]([C:5]([CH3:35])([CH3:34])[C:6]1[CH:11]=[CH:10][C:9]([NH:12][C:13](=[O:24])[C:14]2[CH:19]=[CH:18][C:17]([O:20][CH3:21])=[C:16]([O:22][CH3:23])[CH:15]=2)=[CH:8][C:7]=1B1OC(C)(C)C(C)(C)O1)#[N:4].O.C(Cl)Cl. Product: [C:3]([C:5]([CH3:35])([CH3:34])[C:6]1[CH:11]=[CH:10][C:9]([NH:12][C:13](=[O:24])[C:14]2[CH:19]=[CH:18][C:17]([O:20][CH3:21])=[C:16]([O:22][CH3:23])[CH:15]=2)=[CH:8][C:7]=1[OH:1])#[N:4]. The catalyst class is: 12. (4) Reactant: [CH:1]([C:5]1[CH:6]=[C:7]([CH:10]=[CH:11][CH:12]=1)[C:8]#[N:9])=[CH:2][CH2:3][CH3:4]. Product: [CH2:1]([C:5]1[CH:6]=[C:7]([CH:10]=[CH:11][CH:12]=1)[C:8]#[N:9])[CH2:2][CH2:3][CH3:4]. The catalyst class is: 63.